Dataset: Reaction yield outcomes from USPTO patents with 853,638 reactions. Task: Predict the reaction yield, written as a fraction of the theoretical maximum amount of product (1.0 means a 100% yield; for example, 0.34 means a 34% yield). (1) The reactants are [N:1]1[C:8]([Cl:9])=[N:7][C:5](Cl)=[N:4][C:2]=1[Cl:3].[NH:10]1[CH2:15][CH2:14][O:13][CH2:12][CH2:11]1.O. The catalyst is C(Cl)Cl. The product is [Cl:9][C:8]1[N:1]=[C:2]([Cl:3])[N:4]=[C:5]([N:10]2[CH2:15][CH2:14][O:13][CH2:12][CH2:11]2)[N:7]=1. The yield is 0.280. (2) The reactants are [C:1]1([CH3:11])[CH:6]=[CH:5][C:4]([S:7](Cl)(=[O:9])=[O:8])=[CH:3][CH:2]=1.C1COCC1.[CH3:17][O:18][CH2:19][CH2:20][O:21][CH2:22][CH2:23][OH:24].[OH-].[Na+]. The catalyst is O. The product is [C:1]1([CH3:11])[CH:6]=[CH:5][C:4]([S:7]([O:24][CH2:23][CH2:22][O:21][CH2:20][CH2:19][O:18][CH3:17])(=[O:9])=[O:8])=[CH:3][CH:2]=1. The yield is 0.970.